Dataset: Catalyst prediction with 721,799 reactions and 888 catalyst types from USPTO. Task: Predict which catalyst facilitates the given reaction. (1) Reactant: [Cl:1][C:2]1[CH:7]=[CH:6][CH:5]=[CH:4][C:3]=1[C:8](=O)[C:9]([C:14]1[CH:19]=[CH:18][C:17]([Cl:20])=[CH:16][CH:15]=1)=[CH:10]N(C)C.[C:22]([CH2:24][C:25]([NH2:27])=[O:26])#[N:23].CO.[H-].[Na+]. Product: [Cl:1][C:2]1[CH:7]=[CH:6][CH:5]=[CH:4][C:3]=1[C:8]1[NH:27][C:25](=[O:26])[C:24]([C:22]#[N:23])=[CH:10][C:9]=1[C:14]1[CH:15]=[CH:16][C:17]([Cl:20])=[CH:18][CH:19]=1. The catalyst class is: 3. (2) Reactant: [Cl:1][C:2]1[CH:10]=[C:9]([C:11]([O:13][CH2:14][C:15]2[CH:20]=[CH:19][CH:18]=[CH:17][CH:16]=2)=[O:12])[C:8]([O:21][CH2:22][C:23]2[CH:28]=[CH:27][CH:26]=[CH:25][CH:24]=2)=[CH:7][C:3]=1[C:4](O)=[O:5].C(N(C(C)C)CC)(C)C.[F:38][C:39]1([F:44])[CH2:43][CH2:42][NH:41][CH2:40]1.ON1C2N=CC=CC=2N=N1.C(Cl)CCl. Product: [Cl:1][C:2]1[C:3]([C:4]([N:41]2[CH2:42][CH2:43][C:39]([F:44])([F:38])[CH2:40]2)=[O:5])=[CH:7][C:8]([O:21][CH2:22][C:23]2[CH:28]=[CH:27][CH:26]=[CH:25][CH:24]=2)=[C:9]([CH:10]=1)[C:11]([O:13][CH2:14][C:15]1[CH:20]=[CH:19][CH:18]=[CH:17][CH:16]=1)=[O:12]. The catalyst class is: 288. (3) Reactant: [Cl:1][C:2]1[CH:11]=[C:10]2[C:5]([C:6](=[O:41])[C:7]([CH2:18][NH:19][C:20](=[O:40])[NH:21][CH:22]3[CH2:27][CH2:26][N:25]([C:28]([O:30]C4C=CC([N+]([O-])=O)=CC=4)=O)[CH2:24][CH2:23]3)=[CH:8][N:9]2[C:12]2[CH:17]=[CH:16][CH:15]=[CH:14][CH:13]=2)=[CH:4][CH:3]=1.C(N(CC)C(C)C)(C)C.[CH3:51][S:52]([CH:55]1[CH2:60][CH2:59][NH:58][CH2:57][CH2:56]1)(=[O:54])=[O:53]. Product: [Cl:1][C:2]1[CH:11]=[C:10]2[C:5]([C:6](=[O:41])[C:7]([CH2:18][NH:19][C:20]([NH:21][CH:22]3[CH2:27][CH2:26][N:25]([C:28]([N:58]4[CH2:59][CH2:60][CH:55]([S:52]([CH3:51])(=[O:54])=[O:53])[CH2:56][CH2:57]4)=[O:30])[CH2:24][CH2:23]3)=[O:40])=[CH:8][N:9]2[C:12]2[CH:13]=[CH:14][CH:15]=[CH:16][CH:17]=2)=[CH:4][CH:3]=1. The catalyst class is: 3. (4) Reactant: Cl[C:2](Cl)([O:4]C(=O)OC(Cl)(Cl)Cl)Cl.[CH3:13][C@@H:14]([OH:17])[CH2:15][CH3:16].N1C=CC=CC=1.Cl.FC(F)(F)C(O)=O.[CH3:32][S:33]([C:36]1[CH:57]=[CH:56][C:39]([O:40][C:41]2[N:46]=[CH:45][N:44]=[C:43]3[N:47]([CH:50]4[CH2:55][CH2:54][NH:53][CH2:52][CH2:51]4)[N:48]=[CH:49][C:42]=23)=[CH:38][CH:37]=1)(=[O:35])=[O:34].C(N(C(C)C)CC)(C)C. Product: [C@H:14]([O:17][C:2]([N:53]1[CH2:52][CH2:51][CH:50]([N:47]2[C:43]3=[N:44][CH:45]=[N:46][C:41]([O:40][C:39]4[CH:38]=[CH:37][C:36]([S:33]([CH3:32])(=[O:35])=[O:34])=[CH:57][CH:56]=4)=[C:42]3[CH:49]=[N:48]2)[CH2:55][CH2:54]1)=[O:4])([CH2:15][CH3:16])[CH3:13]. The catalyst class is: 325. (5) Product: [Cl:13][C:9]1[N:8]=[C:7]([C:6]2[N:5]([CH2:14][O:15][CH2:16][CH2:17][Si:18]([CH3:21])([CH3:20])[CH3:19])[C:4]([CH:22]3[CH2:24][CH2:23]3)=[N:3][C:2]=2[C:32]2[C:26]([F:25])=[C:27]([CH:29]=[CH:30][CH:31]=2)[NH2:28])[CH:12]=[CH:11][N:10]=1. Reactant: Br[C:2]1[N:3]=[C:4]([CH:22]2[CH2:24][CH2:23]2)[N:5]([CH2:14][O:15][CH2:16][CH2:17][Si:18]([CH3:21])([CH3:20])[CH3:19])[C:6]=1[C:7]1[CH:12]=[CH:11][N:10]=[C:9]([Cl:13])[N:8]=1.[F:25][C:26]1[C:32](B2OC(C)(C)C(C)(C)O2)=[CH:31][CH:30]=[CH:29][C:27]=1[NH2:28].C(=O)([O-])[O-].[Na+].[Na+].COCCOC. The catalyst class is: 625. (6) Reactant: [NH2:1][C@H:2]([CH3:23])[C@H:3]([NH:8][C:9](=[O:22])[C:10]1[CH:15]=[CH:14][C:13]([C:16]#[C:17][C:18]#[C:19][CH2:20][OH:21])=[CH:12][CH:11]=1)[C:4](OC)=[O:5].[NH2:24][OH:25].CC(O)=O. Product: [NH2:1][C@H:2]([CH3:23])[C@H:3]([NH:8][C:9](=[O:22])[C:10]1[CH:15]=[CH:14][C:13]([C:16]#[C:17][C:18]#[C:19][CH2:20][OH:21])=[CH:12][CH:11]=1)[C:4]([NH:24][OH:25])=[O:5]. The catalyst class is: 378.